This data is from Reaction yield outcomes from USPTO patents with 853,638 reactions. The task is: Predict the reaction yield, written as a fraction of the theoretical maximum amount of product (1.0 means a 100% yield; for example, 0.34 means a 34% yield). (1) The reactants are [NH2:1][CH2:2][CH2:3][N:4]([CH3:28])[C:5](=[O:27])[CH2:6][CH2:7]/[CH:8]=[CH:9]\[CH2:10]/[CH:11]=[CH:12]\[CH2:13]/[CH:14]=[CH:15]\[CH2:16]/[CH:17]=[CH:18]\[CH2:19]/[CH:20]=[CH:21]\[CH2:22]/[CH:23]=[CH:24]\[CH2:25][CH3:26].[OH:29][C:30]1[CH:38]=[CH:37][CH:36]=[CH:35][C:31]=1[C:32](Cl)=[O:33].N1C=CN=C1.C1CCC(N=C=NC2CCCCC2)CC1. The catalyst is CC(=O)OCC. The product is [OH:29][C:30]1[CH:38]=[CH:37][CH:36]=[CH:35][C:31]=1[C:32]([NH:1][CH2:2][CH2:3][N:4]([CH3:28])[C:5](=[O:27])[CH2:6][CH2:7]/[CH:8]=[CH:9]\[CH2:10]/[CH:11]=[CH:12]\[CH2:13]/[CH:14]=[CH:15]\[CH2:16]/[CH:17]=[CH:18]\[CH2:19]/[CH:20]=[CH:21]\[CH2:22]/[CH:23]=[CH:24]\[CH2:25][CH3:26])=[O:33]. The yield is 0.730. (2) The reactants are [OH-].[Na+].O.[CH:4]1([C:10]2[C:15]([C:16]([O:18]C)=[O:17])=[CH:14][N:13]=[C:12]([N:20]3[CH2:25][CH2:24][O:23][CH2:22][CH2:21]3)[N:11]=2)[CH2:9][CH2:8][CH2:7][CH2:6][CH2:5]1.Cl. The catalyst is CO. The product is [CH:4]1([C:10]2[C:15]([C:16]([OH:18])=[O:17])=[CH:14][N:13]=[C:12]([N:20]3[CH2:25][CH2:24][O:23][CH2:22][CH2:21]3)[N:11]=2)[CH2:5][CH2:6][CH2:7][CH2:8][CH2:9]1. The yield is 0.950. (3) The reactants are [OH:1][B:2]1[C@@H:7]([NH:8][C:9](=[O:16])[CH2:10][C:11]2[S:12][CH:13]=[CH:14][CH:15]=2)[CH2:6][CH2:5][C@@H:4]([CH2:17][C:18]([OH:20])=[O:19])[O:3]1.Cl.[CH3:22][CH2:23]OC(C)=O.CCOCC. The catalyst is C(O)C. The product is [OH:1][B:2]1[C@@H:7]([NH:8][C:9](=[O:16])[CH2:10][C:11]2[S:12][CH:13]=[CH:14][CH:15]=2)[CH2:6][CH2:5][C@@H:4]([CH2:17][C:18]([O:20][CH2:22][CH3:23])=[O:19])[O:3]1. The yield is 0.685. (4) The reactants are [F:1][C:2]([F:28])([F:27])[C:3]1[CH:8]=[CH:7][CH:6]=[CH:5][C:4]=1[C@H:9]1[C@H:14]([C:15]2[CH:20]=[CH:19][CH:18]=[CH:17][C:16]=2[C:21]([F:24])([F:23])[F:22])[N:13]2[CH2:25][CH2:26][N:10]1[CH2:11][CH2:12]2.[F:29][C:30]([F:37])([F:36])[S:31]([O:34]C)(=[O:33])=[O:32]. The catalyst is C(Cl)Cl. The product is [F:29][C:30]([F:37])([F:36])[S:31]([O-:34])(=[O:33])=[O:32].[CH3:30][N+:13]12[CH2:25][CH2:26][N:10]([CH2:11][CH2:12]1)[C@@H:9]([C:4]1[CH:5]=[CH:6][CH:7]=[CH:8][C:3]=1[C:2]([F:1])([F:27])[F:28])[C@@H:14]2[C:15]1[CH:20]=[CH:19][CH:18]=[CH:17][C:16]=1[C:21]([F:23])([F:24])[F:22]. The yield is 0.980. (5) The reactants are [Cl:1][C:2]1[CH:3]=[C:4]([C:8]2[C:13]([O:14][CH:15]([F:17])[F:16])=[CH:12][CH:11]=[C:10]([CH2:18][C:19]3[CH:20]=[CH:21][C:22](F)=[N:23][CH:24]=3)[CH:9]=2)[CH:5]=[CH:6][CH:7]=1.Cl.[CH3:27][NH:28][CH2:29][C:30]([NH2:32])=[O:31].N12CCCN=C1CCCCC2. The yield is 0.0300. The product is [Cl:1][C:2]1[CH:3]=[C:4]([C:8]2[C:13]([O:14][CH:15]([F:16])[F:17])=[CH:12][CH:11]=[C:10]([CH2:18][C:19]3[CH:20]=[CH:21][C:22]([N:28]([CH3:27])[CH2:29][C:30]([NH2:32])=[O:31])=[N:23][CH:24]=3)[CH:9]=2)[CH:5]=[CH:6][CH:7]=1. The catalyst is ClCCl. (6) The reactants are C[O:2][C:3](=[O:19])[CH2:4][C@@:5]([CH3:18])([NH:11][S@](C(C)(C)C)=O)[CH2:6][C@@H:7]([CH3:10])[CH2:8][CH3:9].Cl. The catalyst is CC(C)=O.O. The product is [NH2:11][C@@:5]([CH3:18])([CH2:6][C@@H:7]([CH3:10])[CH2:8][CH3:9])[CH2:4][C:3]([OH:19])=[O:2]. The yield is 0.770. (7) The reactants are C[Si](C)(C)[N-][Si](C)(C)C.[Li+].[CH2:11]([O:18][C:19]1[CH:24]=[CH:23][C:22]([CH2:25][C:26]([N:28]([CH3:30])[CH3:29])=[O:27])=[CH:21][CH:20]=1)[C:12]1[CH:17]=[CH:16][CH:15]=[CH:14][CH:13]=1.[C:31]1(=[O:37])[CH2:36][CH2:35][CH2:34][CH2:33][CH2:32]1.[Cl-].[NH4+].Cl. The catalyst is O1CCCC1. The product is [CH2:11]([O:18][C:19]1[CH:24]=[CH:23][C:22]([CH:25]([C:26]([N:28]([CH3:29])[CH3:30])=[O:27])[C:31]2([OH:37])[CH2:36][CH2:35][CH2:34][CH2:33][CH2:32]2)=[CH:21][CH:20]=1)[C:12]1[CH:13]=[CH:14][CH:15]=[CH:16][CH:17]=1. The yield is 0.820. (8) The reactants are B(O)O.[C:4]([O:8][C:9](=[O:11])[NH2:10])([CH3:7])([CH3:6])[CH3:5].[C:12]([O:16][C:17]([N:19]1[CH2:23][CH2:22][CH2:21][CH:20]1[C:24]1[NH:25][C:26]([C:29]2[CH:34]=[CH:33][C:32](Br)=[CH:31][CH:30]=2)=[CH:27][N:28]=1)=[O:18])([CH3:15])([CH3:14])[CH3:13].C([O-])([O-])=O.[K+].[K+]. The catalyst is C1C=CC([P]([Pd]([P](C2C=CC=CC=2)(C2C=CC=CC=2)C2C=CC=CC=2)([P](C2C=CC=CC=2)(C2C=CC=CC=2)C2C=CC=CC=2)[P](C2C=CC=CC=2)(C2C=CC=CC=2)C2C=CC=CC=2)(C2C=CC=CC=2)C2C=CC=CC=2)=CC=1.COCCOC.O. The product is [C:4]([O:8][C:9]([N:10]1[CH2:23][CH2:22][CH2:21][CH:20]1[C:24]1[NH:25][C:26]([C:29]2[CH:34]=[CH:33][C:32]([C:32]3[CH:31]=[CH:30][C:29]([C:26]4[NH:25][C:24]([C:20]5([NH:19][C:17]([O:16][C:12]([CH3:14])([CH3:15])[CH3:13])=[O:18])[CH2:21][CH2:22][CH2:23]5)=[N:28][CH:27]=4)=[CH:34][CH:33]=3)=[CH:31][CH:30]=2)=[CH:27][N:28]=1)=[O:11])([CH3:7])([CH3:6])[CH3:5]. The yield is 0.0900. (9) The reactants are [OH:1][C@H:2]1[CH2:6][N:5]([C:7]([O:9][C:10]([CH3:13])([CH3:12])[CH3:11])=[O:8])[C@H:4]([CH3:14])[CH2:3]1.[S:15](Cl)([C:18]1[CH:24]=[CH:23][C:21]([CH3:22])=[CH:20][CH:19]=1)(=[O:17])=[O:16].Cl. The catalyst is N1C=CC=CC=1. The product is [CH3:14][C@@H:4]1[CH2:3][C@@H:2]([O:1][S:15]([C:18]2[CH:24]=[CH:23][C:21]([CH3:22])=[CH:20][CH:19]=2)(=[O:17])=[O:16])[CH2:6][N:5]1[C:7]([O:9][C:10]([CH3:13])([CH3:12])[CH3:11])=[O:8]. The yield is 0.580. (10) The reactants are [CH3:1][N:2]([CH3:40])[CH2:3][CH:4]([O:7][CH:8]([O:12][C@H:13]1[CH2:37][CH2:36][C@@:35]2([CH3:38])[C:15](=[CH:16][CH2:17][C@@H:18]3[C@@H:34]2[CH2:33][CH2:32][C@@:31]2([CH3:39])[C@H:19]3[CH2:20][CH2:21][C@@H:22]2[C@H:23]([CH3:30])[CH2:24][CH2:25][CH2:26][CH:27]([CH3:29])[CH3:28])[CH2:14]1)[CH2:9][CH2:10][CH3:11])[CH2:5][OH:6].[H-].[Na+].S(O[CH2:48][CH2:49][CH2:50][CH2:51][CH2:52][CH2:53][CH2:54][CH2:55]/[CH:56]=[CH:57]\[CH2:58]/[CH:59]=[CH:60]\[CH2:61][CH2:62][CH2:63][CH2:64][CH3:65])(=O)(=O)C. The catalyst is C1(C)C=CC=CC=1. The product is [CH3:40][N:2]([CH3:1])[CH2:3][CH:4]([O:7][CH:8]([O:12][C@H:13]1[CH2:37][CH2:36][C@@:35]2([CH3:38])[C:15](=[CH:16][CH2:17][C@@H:18]3[C@@H:34]2[CH2:33][CH2:32][C@@:31]2([CH3:39])[C@H:19]3[CH2:20][CH2:21][C@@H:22]2[C@H:23]([CH3:30])[CH2:24][CH2:25][CH2:26][CH:27]([CH3:28])[CH3:29])[CH2:14]1)[CH2:9][CH2:10][CH3:11])[CH2:5][O:6][CH2:48][CH2:49][CH2:50][CH2:51][CH2:52][CH2:53][CH2:54][CH2:55]/[CH:56]=[CH:57]\[CH2:58]/[CH:59]=[CH:60]\[CH2:61][CH2:62][CH2:63][CH2:64][CH3:65]. The yield is 0.810.